Dataset: TCR-epitope binding with 47,182 pairs between 192 epitopes and 23,139 TCRs. Task: Binary Classification. Given a T-cell receptor sequence (or CDR3 region) and an epitope sequence, predict whether binding occurs between them. (1) The epitope is KLSYGIATV. The TCR CDR3 sequence is CASSEAGTTYEQYF. Result: 1 (the TCR binds to the epitope). (2) The epitope is TLVPQEHYV. The TCR CDR3 sequence is CASSESSGPSYNEQFF. Result: 1 (the TCR binds to the epitope). (3) The epitope is FPRPWLHGL. The TCR CDR3 sequence is CASRSGRTNEKLFF. Result: 1 (the TCR binds to the epitope).